Dataset: Reaction yield outcomes from USPTO patents with 853,638 reactions. Task: Predict the reaction yield, written as a fraction of the theoretical maximum amount of product (1.0 means a 100% yield; for example, 0.34 means a 34% yield). (1) The reactants are [OH:1][CH2:2][CH2:3][CH2:4][CH2:5][NH:6][C:7]([N:9]1[CH2:18][CH2:17][C:16]2[C:11](=[CH:12][C:13]([O:21][CH3:22])=[C:14]([O:19][CH3:20])[CH:15]=2)[CH2:10]1)=[O:8].O=CCCCNC(=O)C1C=CC=CC=1. No catalyst specified. The product is [O:1]=[CH:2][CH2:3][CH2:4][CH2:5][NH:6][C:7]([N:9]1[CH2:18][CH2:17][C:16]2[C:11](=[CH:12][C:13]([O:21][CH3:22])=[C:14]([O:19][CH3:20])[CH:15]=2)[CH2:10]1)=[O:8]. The yield is 1.00. (2) The reactants are CC1(C)C(C)(C)OB([C:9]2[CH:10]=[C:11]([C:15]3([CH2:19][NH:20][C:21](=[O:27])[O:22][C:23]([CH3:26])([CH3:25])[CH3:24])[CH2:18][O:17][CH2:16]3)[CH:12]=[CH:13][CH:14]=2)O1.I[C:30]1[CH:35]=[CH:34][N:33]=[C:32]2[N:36]([C:43]([C:56]3[CH:61]=[CH:60][CH:59]=[CH:58][CH:57]=3)([C:50]3[CH:55]=[CH:54][CH:53]=[CH:52][CH:51]=3)[C:44]3[CH:49]=[CH:48][CH:47]=[CH:46][CH:45]=3)[N:37]=[C:38]([C:39]([F:42])([F:41])[F:40])[C:31]=12.C(=O)([O-])[O-].[Na+].[Na+].O. The catalyst is O1CCOCC1.CC(C)([P](C(C)(C)C)([Pd][P](C(C)(C)C)(C(C)(C)C)C(C)(C)C)C(C)(C)C)C.C(OCC)(=O)C. The product is [F:40][C:39]([F:42])([F:41])[C:38]1[C:31]2[C:32](=[N:33][CH:34]=[CH:35][C:30]=2[C:9]2[CH:10]=[C:11]([C:15]3([CH2:19][NH:20][C:21](=[O:27])[O:22][C:23]([CH3:25])([CH3:24])[CH3:26])[CH2:16][O:17][CH2:18]3)[CH:12]=[CH:13][CH:14]=2)[N:36]([C:43]([C:56]2[CH:61]=[CH:60][CH:59]=[CH:58][CH:57]=2)([C:50]2[CH:55]=[CH:54][CH:53]=[CH:52][CH:51]=2)[C:44]2[CH:49]=[CH:48][CH:47]=[CH:46][CH:45]=2)[N:37]=1. The yield is 0.500. (3) The reactants are C(NC(C)C)(C)C.C([Li])CCC.[CH3:13][C:14]1[CH:15]=[C:16]([NH:25][C:26]2[N:31]=[C:30]([C:32]([F:35])([F:34])[F:33])[CH:29]=[CH:28][N:27]=2)[CH:17]=[C:18]([C:20]2[S:24][CH:23]=[N:22][CH:21]=2)[CH:19]=1.[Li+].CC([N-]C(C)C)C.[CH3:44][C:45]1([CH3:56])[CH2:50][C:49](=O)[CH2:48][CH2:47][CH:46]1[C:52]([O:54]C)=[O:53].[Li]. The catalyst is C1COCC1. The product is [CH3:56][C:45]1([CH3:44])[CH2:50][C@:49]2([C:23]3[S:24][C:20]([C:18]4[CH:17]=[C:16]([NH:25][C:26]5[N:31]=[C:30]([C:32]([F:33])([F:35])[F:34])[CH:29]=[CH:28][N:27]=5)[CH:15]=[C:14]([CH3:13])[CH:19]=4)=[CH:21][N:22]=3)[CH2:48][CH2:47][C@H:46]1[C:52](=[O:53])[O:54]2. The yield is 0.00800. (4) The reactants are [OH:1][C:2]1[C:3]([C:18](=O)[CH3:19])=[N:4][N:5]([CH3:17])[C:6]=1[C:7]1[CH:12]=[CH:11][C:10]([C:13]([F:16])([F:15])[F:14])=[CH:9][CH:8]=1.[CH3:21][O:22][CH2:23][CH2:24][NH:25][C:26]([C:28]1[S:29][C:30]([C:33]([NH:35][NH2:36])=[O:34])=[CH:31][CH:32]=1)=[O:27].Cl.O. The catalyst is CN(C)C=O. The product is [CH3:21][O:22][CH2:23][CH2:24][NH:25][C:26]([C:28]1[S:29][C:30]([C:33]([NH:35][N:36]=[C:18]([C:3]2[C:2]([OH:1])=[C:6]([C:7]3[CH:12]=[CH:11][C:10]([C:13]([F:16])([F:15])[F:14])=[CH:9][CH:8]=3)[N:5]([CH3:17])[N:4]=2)[CH3:19])=[O:34])=[CH:31][CH:32]=1)=[O:27]. The yield is 0.660. (5) The reactants are [CH2:1]([O:8][C:9]([N:11]1[CH:17](C(O)=O)[CH2:16][C:13]2([CH2:15][CH2:14]2)[CH2:12]1)=[O:10])[C:2]1[CH:7]=[CH:6][CH:5]=[CH:4][CH:3]=1.[Li+].[OH-].Cl.Cl.NCC(C1C=CC(Br)=CC=1)=O.CN(C(ON1N=NC2C=CC=NC1=2)=[N+](C)C)C.F[P-](F)(F)(F)(F)F.CCN(C(C)C)C(C)C. The catalyst is CO.CCOC(C)=O.CN(C=O)C. The product is [CH2:1]([O:8][C:9]([N:11]1[CH2:17][CH2:16][C:13]2([CH2:15][CH2:14]2)[CH2:12]1)=[O:10])[C:2]1[CH:3]=[CH:4][CH:5]=[CH:6][CH:7]=1. The yield is 1.00.